Predict the product of the given reaction. From a dataset of Forward reaction prediction with 1.9M reactions from USPTO patents (1976-2016). Given the reactants [Br:1][C:2]1[CH:7]=[CH:6][C:5](/[C:8](=[N:10]/O)/[CH3:9])=[C:4]([OH:12])[CH:3]=1.BrC1C=CC(C(=O)C)=C(O)C=1.C([O-])(=O)C.[Na+].Cl.NO, predict the reaction product. The product is: [Br:1][C:2]1[CH:7]=[CH:6][C:5]2[C:8]([CH3:9])=[N:10][O:12][C:4]=2[CH:3]=1.